From a dataset of NCI-60 drug combinations with 297,098 pairs across 59 cell lines. Regression. Given two drug SMILES strings and cell line genomic features, predict the synergy score measuring deviation from expected non-interaction effect. Drug 1: CN1CCC(CC1)COC2=C(C=C3C(=C2)N=CN=C3NC4=C(C=C(C=C4)Br)F)OC. Drug 2: C1=CN(C(=O)N=C1N)C2C(C(C(O2)CO)O)O.Cl. Cell line: NCI/ADR-RES. Synergy scores: CSS=41.1, Synergy_ZIP=0.581, Synergy_Bliss=5.45, Synergy_Loewe=-7.65, Synergy_HSA=7.34.